Dataset: Full USPTO retrosynthesis dataset with 1.9M reactions from patents (1976-2016). Task: Predict the reactants needed to synthesize the given product. Given the product [CH3:1][O:2][C:3]1[CH:12]=[C:11]2[C:6]([N:7]=[CH:8][C:9](=[O:17])[N:10]2[CH2:13][CH2:14][CH2:15][NH:18][C@H:19]2[CH2:23][N:22]([C:24]3[CH:25]=[CH:26][C:27]4[O:28][CH2:29][C:30](=[O:34])[NH:31][C:32]=4[N:33]=3)[C:21](=[O:35])[CH2:20]2)=[CH:5][CH:4]=1, predict the reactants needed to synthesize it. The reactants are: [CH3:1][O:2][C:3]1[CH:12]=[C:11]2[C:6]([N:7]=[CH:8][C:9](=[O:17])[N:10]2[CH2:13][CH2:14][CH:15]=O)=[CH:5][CH:4]=1.[NH2:18][C@H:19]1[CH2:23][N:22]([C:24]2[CH:25]=[CH:26][C:27]3[O:28][CH2:29][C:30](=[O:34])[NH:31][C:32]=3[N:33]=2)[C:21](=[O:35])[CH2:20]1.C(OC(=O)N[C@@H]1CC(=O)NC1)(C)(C)C.C(O)(=O)C.C(O[BH-](OC(=O)C)OC(=O)C)(=O)C.[Na+].C(=O)([O-])O.[Na+].